Dataset: NCI-60 drug combinations with 297,098 pairs across 59 cell lines. Task: Regression. Given two drug SMILES strings and cell line genomic features, predict the synergy score measuring deviation from expected non-interaction effect. (1) Drug 1: C1=C(C(=O)NC(=O)N1)N(CCCl)CCCl. Drug 2: CC(C1=C(C=CC(=C1Cl)F)Cl)OC2=C(N=CC(=C2)C3=CN(N=C3)C4CCNCC4)N. Cell line: OVCAR-8. Synergy scores: CSS=26.3, Synergy_ZIP=-0.993, Synergy_Bliss=2.13, Synergy_Loewe=0.900, Synergy_HSA=2.01. (2) Drug 1: CC1C(C(CC(O1)OC2CC(CC3=C2C(=C4C(=C3O)C(=O)C5=C(C4=O)C(=CC=C5)OC)O)(C(=O)CO)O)N)O.Cl. Drug 2: CC(C)(C#N)C1=CC(=CC(=C1)CN2C=NC=N2)C(C)(C)C#N. Cell line: RXF 393. Synergy scores: CSS=6.40, Synergy_ZIP=-5.15, Synergy_Bliss=-0.878, Synergy_Loewe=-1.71, Synergy_HSA=-1.70.